From a dataset of Reaction yield outcomes from USPTO patents with 853,638 reactions. Predict the reaction yield, written as a fraction of the theoretical maximum amount of product (1.0 means a 100% yield; for example, 0.34 means a 34% yield). (1) The reactants are C([O:3][C:4](=[O:15])[C:5]([C:8]1[CH:13]=[CH:12][CH:11]=[C:10]([Br:14])[CH:9]=1)([OH:7])[CH3:6])C.[OH-].[K+].Cl. The catalyst is CO. The product is [Br:14][C:10]1[CH:9]=[C:8]([C:5]([OH:7])([CH3:6])[C:4]([OH:15])=[O:3])[CH:13]=[CH:12][CH:11]=1. The yield is 0.970. (2) The reactants are [C:1]([O:5][C:6]([N:8]1[CH2:13][CH2:12][CH:11]([O:14][C:15]2[CH:23]=[C:22]([F:24])[CH:21]=[CH:20][C:16]=2[C:17]([OH:19])=O)[CH2:10][CH2:9]1)=[O:7])([CH3:4])([CH3:3])[CH3:2].N1C=CC=CC=1.C(Cl)(=O)C(Cl)=O.[Cl:37][C:38]1[CH:39]=[CH:40][C:41]([NH:44][C:45](=[O:53])[C:46]2[CH:51]=[CH:50][CH:49]=[CH:48][C:47]=2[NH2:52])=[N:42][CH:43]=1. The catalyst is C(Cl)Cl.CN(C=O)C. The product is [F:24][C:22]1[CH:21]=[CH:20][C:16]([C:17]([NH:52][C:47]2[CH:48]=[CH:49][CH:50]=[CH:51][C:46]=2[C:45]([NH:44][C:41]2[CH:40]=[CH:39][C:38]([Cl:37])=[CH:43][N:42]=2)=[O:53])=[O:19])=[C:15]([O:14][CH:11]2[CH2:12][CH2:13][N:8]([C:6]([O:5][C:1]([CH3:3])([CH3:4])[CH3:2])=[O:7])[CH2:9][CH2:10]2)[CH:23]=1. The yield is 0.850. (3) The reactants are [CH3:1][O:2][C:3]1[CH:4]=[C:5]2[C:10](=[CH:11][C:12]=1[O:13][CH3:14])[N:9]=[CH:8][CH:7]=[C:6]2[O:15][C:16]1[C:22]([CH3:23])=[CH:21][C:19]([NH2:20])=[C:18]([CH3:24])[CH:17]=1.[C:25]1([CH3:31])C=CC=C[CH:26]=1.ClC(Cl)([O:35][C:36](=O)[O:37]C(Cl)(Cl)Cl)Cl.C(=O)(O)[O-].[Na+]. The catalyst is C(Cl)Cl.C(O)CC.C(N(CC)CC)C. The product is [CH3:1][O:2][C:3]1[CH:4]=[C:5]2[C:10](=[CH:11][C:12]=1[O:13][CH3:14])[N:9]=[CH:8][CH:7]=[C:6]2[O:15][C:16]1[C:22]([CH3:23])=[CH:21][C:19]([NH:20][C:36](=[O:35])[O:37][CH2:26][CH2:25][CH3:31])=[C:18]([CH3:24])[CH:17]=1. The yield is 0.830. (4) The reactants are [OH:1][CH2:2][CH2:3][N:4]1[CH:9]=[CH:8][C:7](=[O:10])[CH:6]=[CH:5]1.[Cl:11][C:12]1[CH:31]=[CH:30][C:15]([NH:16][C:17]2[C:26]3[C:21](=[CH:22][C:23](O)=[C:24]([O:27][CH3:28])[CH:25]=3)[N:20]=[CH:19][N:18]=2)=[C:14]([F:32])[CH:13]=1.C(P(CCCC)CCCC)CCC.N(C(N1CCCCC1)=O)=NC(N1CCCCC1)=O. The catalyst is C(Cl)Cl.CCOCC. The product is [ClH:11].[Cl:11][C:12]1[CH:31]=[CH:30][C:15]([NH:16][C:17]2[C:26]3[C:21](=[CH:22][C:23]([O:1][CH2:2][CH2:3][N:4]4[CH:9]=[CH:8][C:7](=[O:10])[CH:6]=[CH:5]4)=[C:24]([O:27][CH3:28])[CH:25]=3)[N:20]=[CH:19][N:18]=2)=[C:14]([F:32])[CH:13]=1. The yield is 0.160.